Dataset: Reaction yield outcomes from USPTO patents with 853,638 reactions. Task: Predict the reaction yield, written as a fraction of the theoretical maximum amount of product (1.0 means a 100% yield; for example, 0.34 means a 34% yield). (1) The reactants are [C:1]([O:5][C:6]([NH:8][C@H:9]1[CH2:14][C@@H:13]([OH:15])[CH2:12][N:11]([C:16]([O:18][CH2:19][C:20]2[CH:25]=[CH:24][CH:23]=[CH:22][CH:21]=2)=[O:17])[CH2:10]1)=[O:7])([CH3:4])([CH3:3])[CH3:2].CC(OI1(OC(C)=O)(OC(C)=O)OC(=O)C2C=CC=CC1=2)=O. The catalyst is ClCCl.C(OCC)(=O)C. The product is [C:1]([O:5][C:6]([NH:8][C@H:9]1[CH2:14][C:13](=[O:15])[CH2:12][N:11]([C:16]([O:18][CH2:19][C:20]2[CH:25]=[CH:24][CH:23]=[CH:22][CH:21]=2)=[O:17])[CH2:10]1)=[O:7])([CH3:4])([CH3:2])[CH3:3]. The yield is 0.810. (2) The reactants are [CH3:1][O:2][C:3]1[CH:11]=[C:10]2[C:6]([CH2:7][N:8]([CH:13]([CH:19]([CH3:21])[CH3:20])[C:14]([O:16]CC)=[O:15])[C:9]2=[O:12])=[CH:5][CH:4]=1.[OH-].[Na+]. The catalyst is C(O)C. The product is [CH3:1][O:2][C:3]1[CH:11]=[C:10]2[C:6]([CH2:7][N:8]([CH:13]([CH:19]([CH3:21])[CH3:20])[C:14]([OH:16])=[O:15])[C:9]2=[O:12])=[CH:5][CH:4]=1. The yield is 0.940.